This data is from Full USPTO retrosynthesis dataset with 1.9M reactions from patents (1976-2016). The task is: Predict the reactants needed to synthesize the given product. (1) Given the product [Cl:30][C:27]1[CH:28]=[C:19]([C:17]2[CH:18]=[C:13]([CH2:12][N:2]([CH3:1])[C:3]([C:5]3[C:10]([Cl:11])=[CH:9][CH:8]=[CH:7][N:6]=3)=[O:4])[CH:14]=[N:15][CH:16]=2)[CH:20]=[C:21]2[C:26]=1[NH:25][C:24](=[O:29])[CH2:23][CH2:22]2, predict the reactants needed to synthesize it. The reactants are: [CH3:1][N:2]([CH2:12][C:13]1[CH:14]=[N:15][CH:16]=[C:17]([C:19]2[CH:20]=[C:21]3[C:26](=[CH:27][CH:28]=2)[NH:25][C:24](=[O:29])[CH2:23][CH2:22]3)[CH:18]=1)[C:3]([C:5]1[C:10]([Cl:11])=[CH:9][CH:8]=[CH:7][N:6]=1)=[O:4].[Cl:30]N1C(=O)CCC1=O. (2) The reactants are: Cl.Cl.[CH3:3][Si:4]([CH3:31])([CH3:30])[CH2:5][CH2:6][O:7][CH2:8][N:9]1[C:13]2[N:14]=[CH:15][N:16]=[C:17]([C:18]3[CH:19]=[N:20][N:21]([C:23]4([CH2:27][C:28]#[N:29])[CH2:26][NH:25][CH2:24]4)[CH:22]=3)[C:12]=2[CH:11]=[CH:10]1.O=[C:33]1[CH2:38][CH2:37][N:36]([C:39]([O:41][C:42]([CH3:45])([CH3:44])[CH3:43])=[O:40])[CH2:35][CH2:34]1.C(N(CC)C(C)C)(C)C.C(O[BH-](OC(=O)C)OC(=O)C)(=O)C.[Na+]. Given the product [C:28]([CH2:27][C:23]1([N:21]2[CH:22]=[C:18]([C:17]3[C:12]4[CH:11]=[CH:10][N:9]([CH2:8][O:7][CH2:6][CH2:5][Si:4]([CH3:30])([CH3:3])[CH3:31])[C:13]=4[N:14]=[CH:15][N:16]=3)[CH:19]=[N:20]2)[CH2:24][N:25]([CH:33]2[CH2:38][CH2:37][N:36]([C:39]([O:41][C:42]([CH3:45])([CH3:44])[CH3:43])=[O:40])[CH2:35][CH2:34]2)[CH2:26]1)#[N:29], predict the reactants needed to synthesize it. (3) The reactants are: [CH3:1][O:2][C:3]([C:5]1[S:6][C:7](Br)=[CH:8][C:9]=1[N+:10]([O-:12])=[O:11])=[O:4].[C:14]([CH:16]1[CH2:18][CH2:17]1)#[CH:15]. Given the product [CH3:1][O:2][C:3]([C:5]1[S:6][C:7]([C:15]#[C:14][CH:16]2[CH2:18][CH2:17]2)=[CH:8][C:9]=1[N+:10]([O-:12])=[O:11])=[O:4], predict the reactants needed to synthesize it. (4) Given the product [CH3:9][CH:8]([C:10]1[CH2:19][CH2:18][C@H:17]2[C:12](=[CH:13][CH2:14][C@H:15]3[C@@:23]([C:25]([OH:27])=[O:26])([CH3:24])[CH2:22][CH2:21][CH2:20][C@@:16]32[CH3:28])[CH:11]=1)[CH3:7], predict the reactants needed to synthesize it. The reactants are: [NH4+].[Cl-].O.[Cl-].[Na+].O.[CH3:7][CH:8]([C:10]1[CH2:19][CH2:18][C@H:17]2[C:12](=[CH:13][CH2:14][C@H:15]3[C@@:23]([C:25]([O-:27])=[O:26])([CH3:24])[CH2:22][CH2:21][CH2:20][C@@:16]32[CH3:28])[CH:11]=1)[CH3:9].[CH3:9][CH:8]([C:10]1[CH2:19][CH2:18][C@H:17]2[C:12](=[CH:13][CH2:14][C@H:15]3[C@@:23]([C:25]([O-:27])=[O:26])([CH3:24])[CH2:22][CH2:21][CH2:20][C@@:16]32[CH3:28])[CH:11]=1)[CH3:7].[Ca+2]. (5) The reactants are: [NH2:1][C:2]1[CH:10]=[CH:9][CH:8]=[C:7]2[C:3]=1[CH2:4][N:5]([CH:12]1[CH2:17][CH2:16][C:15](=[O:18])[NH:14][C:13]1=[O:19])[C:6]2=[O:11].[O:20]1[CH:24]=[CH:23][CH:22]=[C:21]1[CH:25]=O.C(O[BH-](OC(=O)C)OC(=O)C)(=O)C.[Na+]. Given the product [O:20]1[CH:24]=[CH:23][CH:22]=[C:21]1[CH2:25][NH:1][C:2]1[CH:10]=[CH:9][CH:8]=[C:7]2[C:3]=1[CH2:4][N:5]([CH:12]1[CH2:17][CH2:16][C:15](=[O:18])[NH:14][C:13]1=[O:19])[C:6]2=[O:11], predict the reactants needed to synthesize it. (6) Given the product [C:7]([C:6]1[CH:9]=[C:2]([N:16]2[CH2:15][CH2:14][N:13]([C:19]([O:21][C:22]([CH3:25])([CH3:24])[CH3:23])=[O:20])[CH2:18][CH2:17]2)[CH:3]=[CH:4][C:5]=1[N+:10]([O-:12])=[O:11])#[N:8], predict the reactants needed to synthesize it. The reactants are: Br[C:2]1[CH:3]=[CH:4][C:5]([N+:10]([O-:12])=[O:11])=[C:6]([CH:9]=1)[C:7]#[N:8].[N:13]1([C:19]([O:21][C:22]([CH3:25])([CH3:24])[CH3:23])=[O:20])[CH2:18][CH2:17][NH:16][CH2:15][CH2:14]1.C(=O)([O-])[O-].[K+].[K+]. (7) Given the product [Br:1][C:2]1[CH:3]=[C:4]2[C:9](=[C:10]([Cl:12])[CH:11]=1)[N:8]=[C:7]([Cl:16])[N:6]=[CH:5]2, predict the reactants needed to synthesize it. The reactants are: [Br:1][C:2]1[CH:3]=[C:4]2[C:9](=[C:10]([Cl:12])[CH:11]=1)[N:8]=[C:7](O)[N:6]=[CH:5]2.P(Cl)(Cl)([Cl:16])=O.